This data is from Catalyst prediction with 721,799 reactions and 888 catalyst types from USPTO. The task is: Predict which catalyst facilitates the given reaction. Reactant: C[O:2][C:3]1[C:12]([C:13]2[CH:18]=[CH:17][CH:16]=[CH:15][CH:14]=2)=[CH:11][C:10]2[N:9]=[CH:8][C:7]([C:19]3[CH:24]=[CH:23][CH:22]=[CH:21][CH:20]=3)=[N:6][C:5]=2[C:4]=1[C:25]([O:27]C)=[O:26].B(Br)(Br)Br.O. Product: [OH:2][C:3]1[C:12]([C:13]2[CH:18]=[CH:17][CH:16]=[CH:15][CH:14]=2)=[CH:11][C:10]2[N:9]=[CH:8][C:7]([C:19]3[CH:20]=[CH:21][CH:22]=[CH:23][CH:24]=3)=[N:6][C:5]=2[C:4]=1[C:25]([OH:27])=[O:26]. The catalyst class is: 4.